From a dataset of Forward reaction prediction with 1.9M reactions from USPTO patents (1976-2016). Predict the product of the given reaction. Given the reactants [C:1]1([C:7]2[CH:8]=[C:9]([C:16]3[O:20][N:19]=[C:18]([C:21]4[CH:22]=[C:23]5[C:27](=[CH:28][CH:29]=4)[N:26]([CH2:30][CH2:31][C:32]([O:34]CC)=[O:33])[CH:25]=[CH:24]5)[N:17]=3)[S:10][C:11]=2[C:12]([F:15])([F:14])[F:13])[CH:6]=[CH:5][CH:4]=[CH:3][CH:2]=1.CO, predict the reaction product. The product is: [C:1]1([C:7]2[CH:8]=[C:9]([C:16]3[O:20][N:19]=[C:18]([C:21]4[CH:22]=[C:23]5[C:27](=[CH:28][CH:29]=4)[N:26]([CH2:30][CH2:31][C:32]([OH:34])=[O:33])[CH:25]=[CH:24]5)[N:17]=3)[S:10][C:11]=2[C:12]([F:14])([F:15])[F:13])[CH:6]=[CH:5][CH:4]=[CH:3][CH:2]=1.